This data is from Forward reaction prediction with 1.9M reactions from USPTO patents (1976-2016). The task is: Predict the product of the given reaction. (1) The product is: [OH:18][CH2:17][CH2:16][O:15][CH2:13][CH2:12][O:11][C:8]1[CH:9]=[CH:10][C:5]([C:1](=[O:4])[CH2:2][CH3:3])=[CH:6][CH:7]=1. Given the reactants [C:1]([C:5]1[CH:10]=[CH:9][C:8]([O:11][CH2:12][C:13]([O:15][CH2:16][CH3:17])=O)=[CH:7][CH:6]=1)(=[O:4])[CH2:2][CH3:3].[OH:18]C1C=CC(C(=O)CC)=CC=1.ClCCOCCO.C([O-])([O-])=O.[K+].[K+], predict the reaction product. (2) Given the reactants Cl[C:2]([O:4][C:5]1[CH:10]=[CH:9][CH:8]=[CH:7][CH:6]=1)=[O:3].[CH2:11]([O:18][C:19]1[CH:20]=[C:21]([CH:23]=[CH:24][CH:25]=1)[NH2:22])[C:12]1[CH:17]=[CH:16][CH:15]=[CH:14][CH:13]=1.N1C=CC=CC=1.C(OCC)(=O)C, predict the reaction product. The product is: [CH2:11]([O:18][C:19]1[CH:25]=[CH:24][CH:23]=[C:21]([NH:22][C:2]([O:4][C:5]2[CH:10]=[CH:9][CH:8]=[CH:7][CH:6]=2)=[O:3])[CH:20]=1)[C:12]1[CH:13]=[CH:14][CH:15]=[CH:16][CH:17]=1. (3) Given the reactants [CH:1]1([N:6]2[CH2:12][C:11]([F:14])([F:13])[C:10](=[O:15])[N:9]([CH3:16])[C:8]3[CH:17]=[N:18][C:19]([NH:21][C:22]4[CH:30]=[CH:29][C:25]([C:26](O)=[O:27])=[CH:24][C:23]=4[O:31][CH3:32])=[N:20][C:7]2=3)[CH2:5][CH2:4][CH2:3][CH2:2]1.CN(C(ON1N=NC2[CH:44]=[CH:45][CH:46]=[N:47]C1=2)=[N+](C)C)C.F[P-](F)(F)(F)(F)F.C(N)CC, predict the reaction product. The product is: [CH:1]1([N:6]2[CH2:12][C:11]([F:13])([F:14])[C:10](=[O:15])[N:9]([CH3:16])[C:8]3[CH:17]=[N:18][C:19]([NH:21][C:22]4[CH:30]=[CH:29][C:25]([C:26]([NH:47][CH:46]5[CH2:44][CH2:45]5)=[O:27])=[CH:24][C:23]=4[O:31][CH3:32])=[N:20][C:7]2=3)[CH2:2][CH2:3][CH2:4][CH2:5]1. (4) Given the reactants C([N:8]1[CH2:12][CH2:11][CH:10]([CH:13]([C:18]2[O:19][C:20]([S:23]([CH3:26])(=[O:25])=[O:24])=[CH:21][CH:22]=2)[O:14]COC)[CH2:9]1)C1C=CC=CC=1.[Cl:27]C(OC(Cl)C)=O, predict the reaction product. The product is: [CH3:26][S:23]([C:20]1[O:19][C:18]([CH:13]([CH:10]2[CH2:11][CH2:12][NH:8][CH2:9]2)[OH:14])=[CH:22][CH:21]=1)(=[O:24])=[O:25].[ClH:27]. (5) Given the reactants Cl.[CH3:2][O:3][CH2:4][CH2:5][N:6]1[CH2:11][CH2:10][N:9]([CH2:12][C:13]([OH:15])=O)[CH2:8][CH2:7]1.[CH2:16]([C@H:23]1[CH2:27][NH:26][C@H:25]([C:28]([NH:30][C:31]2[CH:36]=[CH:35][C:34]([O:37][C:38]3[CH:43]=[CH:42][C:41]([F:44])=[CH:40][CH:39]=3)=[CH:33][CH:32]=2)=[O:29])[CH2:24]1)[C:17]1[CH:22]=[CH:21][CH:20]=[CH:19][CH:18]=1, predict the reaction product. The product is: [CH2:16]([C@H:23]1[CH2:27][N:26]([C:13](=[O:15])[CH2:12][N:9]2[CH2:8][CH2:7][N:6]([CH2:5][CH2:4][O:3][CH3:2])[CH2:11][CH2:10]2)[C@H:25]([C:28]([NH:30][C:31]2[CH:36]=[CH:35][C:34]([O:37][C:38]3[CH:39]=[CH:40][C:41]([F:44])=[CH:42][CH:43]=3)=[CH:33][CH:32]=2)=[O:29])[CH2:24]1)[C:17]1[CH:18]=[CH:19][CH:20]=[CH:21][CH:22]=1.